From a dataset of Full USPTO retrosynthesis dataset with 1.9M reactions from patents (1976-2016). Predict the reactants needed to synthesize the given product. (1) Given the product [CH3:13][O:12][C:3]1[CH:4]=[C:5](/[CH:6]=[C:26](/[C:25]2[CH:29]=[CH:30][C:31]([O:32][CH3:33])=[C:23]([O:22][CH3:21])[CH:24]=2)\[C:27]#[N:28])[CH:8]=[C:9]([O:10][CH3:11])[C:2]=1[O:1][CH2:14][O:15][CH2:16][CH2:17][O:18][CH3:19], predict the reactants needed to synthesize it. The reactants are: [OH:1][C:2]1[C:9]([O:10][CH3:11])=[CH:8][C:5]([CH:6]=O)=[CH:4][C:3]=1[O:12][CH3:13].[CH3:14][O:15][CH2:16][CH2:17][O:18][CH2:19]Cl.[CH3:21][O:22][C:23]1[CH:24]=[C:25]([CH:29]=[CH:30][C:31]=1[O:32][CH3:33])[CH2:26][C:27]#[N:28]. (2) Given the product [CH:32]1([C:38]([C:16]2[CH:17]=[CH:18][CH:19]=[CH:20][CH:21]=2)=[CH2:40])[CH2:37][CH2:36][CH2:35][CH2:34][CH2:33]1, predict the reactants needed to synthesize it. The reactants are: [I-].C[P+]([C:16]1[CH:21]=[CH:20][CH:19]=[CH:18][CH:17]=1)([C:16]1[CH:21]=[CH:20][CH:19]=[CH:18][CH:17]=1)[C:16]1[CH:21]=[CH:20][CH:19]=[CH:18][CH:17]=1.C[Si]([N-][Si](C)(C)C)(C)C.[Na+].[CH:32]1([C:38]([C:40]2C=CC=CC=2)=O)[CH2:37][CH2:36][CH2:35][CH2:34][CH2:33]1.